This data is from Peptide-MHC class I binding affinity with 185,985 pairs from IEDB/IMGT. The task is: Regression. Given a peptide amino acid sequence and an MHC pseudo amino acid sequence, predict their binding affinity value. This is MHC class I binding data. (1) The peptide sequence is HTLSIHDGY. The MHC is HLA-A29:02 with pseudo-sequence HLA-A29:02. The binding affinity (normalized) is 0.946. (2) The peptide sequence is QMLSVVGFL. The MHC is HLA-A02:06 with pseudo-sequence HLA-A02:06. The binding affinity (normalized) is 0.542. (3) The peptide sequence is DSIPISELSR. The MHC is HLA-A11:01 with pseudo-sequence HLA-A11:01. The binding affinity (normalized) is 0.363. (4) The peptide sequence is FGAAVSLLF. The MHC is HLA-A25:01 with pseudo-sequence HLA-A25:01. The binding affinity (normalized) is 0.0847.